From a dataset of Full USPTO retrosynthesis dataset with 1.9M reactions from patents (1976-2016). Predict the reactants needed to synthesize the given product. (1) Given the product [C:1]1([N:7]2[C:11]([S:12][C:21]3[CH:26]=[CH:25][CH:24]=[CH:23][CH:22]=3)=[N:10][N:9]=[N:8]2)[CH:2]=[CH:3][CH:4]=[CH:5][CH:6]=1, predict the reactants needed to synthesize it. The reactants are: [C:1]1([N:7]2[C:11]([SH:12])=[N:10][N:9]=[N:8]2)[CH:6]=[CH:5][CH:4]=[CH:3][CH:2]=1.C1C(=O)N(Cl)C(=O)C1.[C:21]1([Zn]Br)[CH:26]=[CH:25][CH:24]=[CH:23][CH:22]=1. (2) The reactants are: [CH2:1]([N:7]([C:14]1[S:18][C:17]([C:19](=O)[C:20]([OH:23])([CH3:22])[CH3:21])=[CH:16][CH:15]=1)[CH2:8][CH2:9][CH2:10][CH2:11][CH2:12][CH3:13])[CH2:2][CH2:3][CH2:4][CH2:5][CH3:6].[C:25](#[N:29])[CH2:26][C:27]#[N:28].C(O)(=O)C.[N:34]1C=C[CH:37]=[CH:36][CH:35]=1. Given the product [C:35]([C:36]1[C:37](=[C:26]([C:25]#[N:29])[C:27]#[N:28])[O:23][C:20]([CH3:22])([CH3:21])[C:19]=1[C:17]1[S:18][C:14]([N:7]([CH2:8][CH2:9][CH2:10][CH2:11][CH2:12][CH3:13])[CH2:1][CH2:2][CH2:3][CH2:4][CH2:5][CH3:6])=[CH:15][CH:16]=1)#[N:34], predict the reactants needed to synthesize it. (3) Given the product [Br:1][C:2]1[CH:3]=[C:4]([O:17][CH:18]([CH3:20])[CH3:19])[C:5]([CH3:16])=[C:6]([CH:15]=1)[CH2:7][N:8]([CH2:9][CH:10]([O:11][CH3:12])[O:13][CH3:14])[S:27]([C:30]1[CH:36]=[CH:35][C:33]([CH3:34])=[CH:32][CH:31]=1)(=[O:29])=[O:28], predict the reactants needed to synthesize it. The reactants are: [Br:1][C:2]1[CH:3]=[C:4]([O:17][CH:18]([CH3:20])[CH3:19])[C:5]([CH3:16])=[C:6]([CH:15]=1)[CH2:7][NH:8][CH2:9][CH:10]([O:13][CH3:14])[O:11][CH3:12].C([O-])([O-])=O.[Na+].[Na+].[S:27](Cl)([C:30]1[CH:36]=[CH:35][C:33]([CH3:34])=[CH:32][CH:31]=1)(=[O:29])=[O:28].